This data is from Full USPTO retrosynthesis dataset with 1.9M reactions from patents (1976-2016). The task is: Predict the reactants needed to synthesize the given product. (1) Given the product [Cl:8][C:9]1[C:14]([CH2:15][NH:16][C:17]2[C:18]3[CH2:25][N:24]([CH2:66][C:59]4[CH:58]=[N:57][N:61]5[CH:62]=[CH:63][CH:64]=[N:65][C:60]=45)[CH2:23][C:19]=3[N:20]=[CH:21][N:22]=2)=[C:13]([F:26])[C:12]([O:27][CH3:28])=[CH:11][CH:10]=1, predict the reactants needed to synthesize it. The reactants are: FC(F)(F)C([O-])=O.[Cl:8][C:9]1[C:14]([CH2:15][NH2+:16][C:17]2[C:18]3[CH2:25][NH2+:24][CH2:23][C:19]=3[N:20]=[CH:21][N:22]=2)=[C:13]([F:26])[C:12]([O:27][CH3:28])=[CH:11][CH:10]=1.FC(F)(F)C([O-])=O.C(O)(C(F)(F)F)=O.C(O[BH-](OC(=O)C)OC(=O)C)(=O)C.[Na+].[N:57]1[N:61]2[CH:62]=[CH:63][CH:64]=[N:65][C:60]2=[C:59]([CH:66]=O)[CH:58]=1. (2) Given the product [CH3:32][N:33]1[CH:37]=[C:36]([CH2:38][NH:39][C:17](=[O:20])[NH:1][C:2]2[CH:7]=[CH:6][C:5]([B:8]3[O:16][C:13]([CH3:15])([CH3:14])[C:10]([CH3:11])([CH3:12])[O:9]3)=[CH:4][CH:3]=2)[CH:35]=[N:34]1, predict the reactants needed to synthesize it. The reactants are: [NH2:1][C:2]1[CH:7]=[CH:6][C:5]([B:8]2[O:16][C:13]([CH3:15])([CH3:14])[C:10]([CH3:12])([CH3:11])[O:9]2)=[CH:4][CH:3]=1.[C:17](=[O:20])(O)[O-].[Na+].C1(OC(Cl)=O)C=CC=CC=1.[CH3:32][N:33]1[CH:37]=[C:36]([CH2:38][NH2:39])[CH:35]=[N:34]1. (3) Given the product [C:1]([O:9][CH:10]1[CH2:18][CH:13]2[O:14][C:15](=[O:17])[CH2:16][CH:12]2[CH:11]1[CH2:19][CH2:20][CH:21]([OH:31])[CH2:22][O:23][C:24]1[CH:29]=[CH:28][CH:27]=[C:26]([Cl:30])[CH:25]=1)(=[O:8])[C:2]1[CH:3]=[CH:4][CH:5]=[CH:6][CH:7]=1, predict the reactants needed to synthesize it. The reactants are: [C:1]([O:9][CH:10]1[CH2:18][CH:13]2[O:14][C:15](=[O:17])[CH2:16][CH:12]2[CH:11]1[CH:19]=[CH:20][CH:21]([OH:31])[CH2:22][O:23][C:24]1[CH:29]=[CH:28][CH:27]=[C:26]([Cl:30])[CH:25]=1)(=[O:8])[C:2]1[CH:7]=[CH:6][CH:5]=[CH:4][CH:3]=1. (4) Given the product [F:28][C:29]1[CH:34]=[C:33]([F:35])[CH:32]=[CH:31][C:30]=1[C:36](=[O:38])[CH2:37][C:2]1[CH:7]=[CH:6][C:5]([S:8]([C:11]2[CH:18]=[CH:17][CH:16]=[CH:15][C:12]=2[C:13]#[N:14])(=[O:10])=[O:9])=[CH:4][CH:3]=1, predict the reactants needed to synthesize it. The reactants are: Br[C:2]1[CH:7]=[CH:6][C:5]([S:8]([C:11]2[CH:18]=[CH:17][CH:16]=[CH:15][C:12]=2[C:13]#[N:14])(=[O:10])=[O:9])=[CH:4][CH:3]=1.C(C1C=CC=CC=1S)#N.[F:28][C:29]1[CH:34]=[C:33]([F:35])[CH:32]=[CH:31][C:30]=1[C:36](=[O:38])[CH3:37].P([O-])([O-])([O-])=O.[K+].[K+].[K+].[Cl-].[NH4+].